From a dataset of hERG potassium channel inhibition data for cardiac toxicity prediction from Karim et al.. Regression/Classification. Given a drug SMILES string, predict its toxicity properties. Task type varies by dataset: regression for continuous values (e.g., LD50, hERG inhibition percentage) or binary classification for toxic/non-toxic outcomes (e.g., AMES mutagenicity, cardiotoxicity, hepatotoxicity). Dataset: herg_karim. The molecule is COc1cc(Nc2nc3c(cc2F)ncn3[C@@H](CO)c2ccc(F)cn2)n[nH]1. The result is 0 (non-blocker).